This data is from Catalyst prediction with 721,799 reactions and 888 catalyst types from USPTO. The task is: Predict which catalyst facilitates the given reaction. (1) Reactant: Br[C:2]1[CH:7]=[CH:6][C:5]([C:8]2([C:11]([N:13]3[CH2:17][CH2:16][C@@:15]4([C:21]5[CH:22]=[CH:23][CH:24]=[CH:25][C:20]=5[C:19](=[O:26])[O:18]4)[CH2:14]3)=[O:12])[CH2:10][CH2:9]2)=[CH:4][CH:3]=1.[NH:27]1[CH:32]=[CH:31][CH:30]=[CH:29][C:28]1=[O:33].O1CCOCC1.CN[C@H]1CCCC[C@@H]1NC.C(=O)([O-])[O-].[K+].[K+]. Product: [O:33]=[C:28]1[CH:29]=[CH:30][CH:31]=[CH:32][N:27]1[C:2]1[CH:7]=[CH:6][C:5]([C:8]2([C:11]([N:13]3[CH2:17][CH2:16][C@@:15]4([C:21]5[CH:22]=[CH:23][CH:24]=[CH:25][C:20]=5[C:19](=[O:26])[O:18]4)[CH2:14]3)=[O:12])[CH2:10][CH2:9]2)=[CH:4][CH:3]=1. The catalyst class is: 205. (2) The catalyst class is: 2. Product: [C:1]([S:20][CH2:21][CH2:22][O:23][CH2:24][CH2:25][O:26][S:33]([C:30]1[CH:31]=[CH:32][C:27]([CH3:37])=[CH:28][CH:29]=1)(=[O:35])=[O:34])([C:8]1[CH:13]=[CH:12][CH:11]=[CH:10][CH:9]=1)([C:14]1[CH:15]=[CH:16][CH:17]=[CH:18][CH:19]=1)[C:2]1[CH:3]=[CH:4][CH:5]=[CH:6][CH:7]=1. Reactant: [C:1]([S:20][CH2:21][CH2:22][O:23][CH2:24][CH2:25][OH:26])([C:14]1[CH:19]=[CH:18][CH:17]=[CH:16][CH:15]=1)([C:8]1[CH:13]=[CH:12][CH:11]=[CH:10][CH:9]=1)[C:2]1[CH:7]=[CH:6][CH:5]=[CH:4][CH:3]=1.[C:27]1([CH3:37])[CH:32]=[CH:31][C:30]([S:33](Cl)(=[O:35])=[O:34])=[CH:29][CH:28]=1.N1C=CC=CC=1. (3) The catalyst class is: 285. Product: [C:1]([OH:4])(=[O:3])[CH3:2].[CH:17]1([CH2:15][C:12]2[CH:13]=[CH:14][C:5]([OH:4])=[CH:6][C:7]=2[OH:8])[CH2:18][CH2:19][CH2:20][CH2:21][CH2:22]1. Reactant: [C:1]([O:4][C:5]1[CH:14]=[CH:13][C:12]([C:15]([CH:17]2[CH2:22][CH2:21][CH2:20][CH2:19][CH2:18]2)=O)=[C:7]([O:8]C(=O)C)[CH:6]=1)(=[O:3])[CH3:2]. (4) Reactant: [CH:1]([NH2:4])([CH3:3])[CH3:2].C(O)(C)(C)C.[Br:10][C:11]1[CH:19]=[CH:18][C:14]([C:15]([OH:17])=[O:16])=[C:13](F)[CH:12]=1. Product: [Br:10][C:11]1[CH:19]=[CH:18][C:14]([C:15]([OH:17])=[O:16])=[C:13]([NH:4][CH:1]([CH3:3])[CH3:2])[CH:12]=1. The catalyst class is: 15. (5) Reactant: [Cl:1][C:2]1[CH:11]=[C:10]([CH2:12][OH:13])[CH:9]=[C:8]([Cl:14])[C:3]=1[C:4]([O:6]C)=[O:5].[I-].[Li+]. Product: [Cl:1][C:2]1[CH:11]=[C:10]([CH2:12][OH:13])[CH:9]=[C:8]([Cl:14])[C:3]=1[C:4]([OH:6])=[O:5]. The catalyst class is: 17. (6) Reactant: [O:1]=[C:2]([CH2:8][C:9]([O:11][CH3:12])=[O:10])[CH2:3][C:4]([O:6][CH3:7])=[O:5].[CH2:13](O)[CH2:14][OH:15].C[Si](Cl)(C)C. Product: [O:1]1[CH2:13][CH2:14][O:15][C:2]1([CH2:3][C:4]([O:6][CH3:7])=[O:5])[CH2:8][C:9]([O:11][CH3:12])=[O:10].[CH3:8][C:2]([CH2:3][C:4]([OH:6])=[O:5])=[O:1]. The catalyst class is: 2.